From a dataset of Forward reaction prediction with 1.9M reactions from USPTO patents (1976-2016). Predict the product of the given reaction. (1) The product is: [CH:1]1([CH2:4][N:5]2[CH2:11][CH2:10][C:9]3[CH:12]=[CH:13][C:14]([O:16][C:17]4[CH:30]=[CH:29][C:28]([I:31])=[CH:27][CH:26]=4)=[CH:15][C:8]=3[CH2:7][CH2:6]2)[CH2:3][CH2:2]1. Given the reactants [CH:1]1([CH2:4][N:5]2[CH2:11][CH2:10][C:9]3[CH:12]=[CH:13][C:14]([O:16][CH2:17]C4CCNCC4)=[CH:15][C:8]=3[CH2:7][CH2:6]2)[CH2:3][CH2:2]1.FC1[CH:30]=[CH:29][C:28]([I:31])=[CH:27][CH:26]=1.C(=O)([O-])[O-].[Cs+].[Cs+], predict the reaction product. (2) Given the reactants [CH2:1]([O:3][C:4](=[O:19])[C@H:5]([CH2:12][C:13]1[CH:18]=[CH:17][CH:16]=[CH:15][CH:14]=1)[C@H:6]([CH2:10]Br)[CH:7]([CH3:9])[CH3:8])[CH3:2].C(N(CC)CC)C, predict the reaction product. The product is: [CH2:1]([O:3][C:4](=[O:19])[C@H:5]([CH2:12][C:13]1[CH:14]=[CH:15][CH:16]=[CH:17][CH:18]=1)[C@H:6]([CH3:10])[CH:7]([CH3:9])[CH3:8])[CH3:2]. (3) Given the reactants [Cl:1][C:2]1[CH:3]=[CH:4][C:5]([NH:12][C:13](=[O:18])[CH2:14][O:15][CH2:16][CH3:17])=[C:6]([CH:11]=1)[C:7](OC)=[O:8], predict the reaction product. The product is: [Cl:1][C:2]1[CH:11]=[C:6]2[C:5](=[CH:4][CH:3]=1)[NH:12][C:13](=[O:18])[C:14]([O:15][CH2:16][CH3:17])=[C:7]2[OH:8]. (4) Given the reactants [CH3:1][O:2][C:3]1[CH:8]=[CH:7][C:6]([CH2:9][CH2:10][C:11](=O)[CH3:12])=[CH:5][CH:4]=1.C([O-])(=O)C.[NH4+].C([BH3-])#[N:20].[Na+].Cl, predict the reaction product. The product is: [CH3:1][O:2][C:3]1[CH:8]=[CH:7][C:6]([CH2:9][CH2:10][CH:11]([NH2:20])[CH3:12])=[CH:5][CH:4]=1. (5) Given the reactants [OH:1][C:2]1[C:6]([CH3:7])=[C:5]([CH3:8])[NH:4][N:3]=1.[C:9](O[C:9]([O:11][C:12]([CH3:15])([CH3:14])[CH3:13])=[O:10])([O:11][C:12]([CH3:15])([CH3:14])[CH3:13])=[O:10], predict the reaction product. The product is: [OH:1][C:2]1[C:6]([CH3:7])=[C:5]([CH3:8])[N:4]([C:9]([O:11][C:12]([CH3:15])([CH3:14])[CH3:13])=[O:10])[N:3]=1. (6) The product is: [Br:14][C:15]1[C:16]([F:35])=[CH:17][C:18]([F:34])=[C:19]([C@@:21]([NH:26][C:27](=[O:33])[O:28][C:29]([CH3:30])([CH3:31])[CH3:32])([CH2:23][C@H:24]([C:2]2[C:3]([CH3:8])=[N:4][O:5][C:6]=2[CH3:7])[OH:25])[CH3:22])[CH:20]=1. Given the reactants Br[C:2]1[C:3]([CH3:8])=[N:4][O:5][C:6]=1[CH3:7].[Li]CCCC.[Br:14][C:15]1[C:16]([F:35])=[CH:17][C:18]([F:34])=[C:19]([C@@:21]([NH:26][C:27](=[O:33])[O:28][C:29]([CH3:32])([CH3:31])[CH3:30])([CH2:23][CH:24]=[O:25])[CH3:22])[CH:20]=1, predict the reaction product. (7) Given the reactants C([O:5][C:6](=[O:20])[NH:7][C:8]1[CH:13]=[C:12]([Br:14])[CH:11]=[CH:10][C:9]=1[O:15][CH2:16][CH:17](Br)[CH3:18])(C)(C)C.C(=O)([O-])[O-].[K+].[K+], predict the reaction product. The product is: [Br:14][C:12]1[CH:11]=[CH:10][C:9]2[O:15][CH2:16][CH:17]([CH3:18])[N:7]([C:6]([OH:5])=[O:20])[C:8]=2[CH:13]=1.